Dataset: Forward reaction prediction with 1.9M reactions from USPTO patents (1976-2016). Task: Predict the product of the given reaction. (1) Given the reactants [NH2:1][CH2:2][C:3]([NH:5][CH2:6][C:7]1[N:8]=[C:9]([NH:12][C:13]([NH:15][C:16]2[CH:21]=[CH:20][C:19]([CH3:22])=[CH:18][C:17]=2[C:23]([CH:25]2[CH2:29][CH2:28][CH2:27][CH2:26]2)=[O:24])=[O:14])[S:10][CH:11]=1)=[O:4].[CH3:30][S:31](Cl)(=[O:33])=[O:32], predict the reaction product. The product is: [CH:25]1([C:23]([C:17]2[CH:18]=[C:19]([CH3:22])[CH:20]=[CH:21][C:16]=2[NH:15][C:13](=[O:14])[NH:12][C:9]2[S:10][CH:11]=[C:7]([CH2:6][NH:5][C:3](=[O:4])[CH2:2][NH:1][S:31]([CH3:30])(=[O:33])=[O:32])[N:8]=2)=[O:24])[CH2:29][CH2:28][CH2:27][CH2:26]1. (2) Given the reactants [CH:1]([C:3]1[CH:8]=[CH:7][N:6]2[C:9]([C:12]3[CH:21]=[CH:20][C:19]4[C:14](=[C:15]([N:22]5[CH2:27][CH2:26][CH:25]([CH2:28][NH:29][C:30](=[O:36])[O:31][C:32]([CH3:35])([CH3:34])[CH3:33])[CH2:24][CH2:23]5)[CH:16]=[CH:17][CH:18]=4)[N:13]=3)=[N:10][N:11]=[C:5]2[CH:4]=1)=O.[CH2:37]([NH2:39])[CH3:38].CC(O)=O.[BH-](OC(C)=O)(OC(C)=O)OC(C)=O.[Na+], predict the reaction product. The product is: [CH2:37]([NH:39][CH2:1][C:3]1[CH:8]=[CH:7][N:6]2[C:9]([C:12]3[CH:21]=[CH:20][C:19]4[C:14](=[C:15]([N:22]5[CH2:27][CH2:26][CH:25]([CH2:28][NH:29][C:30](=[O:36])[O:31][C:32]([CH3:34])([CH3:35])[CH3:33])[CH2:24][CH2:23]5)[CH:16]=[CH:17][CH:18]=4)[N:13]=3)=[N:10][N:11]=[C:5]2[CH:4]=1)[CH3:38]. (3) Given the reactants [Cl:1][C:2]1[N:7]=[C:6]([NH:8][C:9]2[CH:14]=[CH:13][CH:12]=[CH:11][C:10]=2[NH:15][S:16]([CH3:19])(=[O:18])=[O:17])[C:5]([Cl:20])=[CH:4][N:3]=1.[CH3:21][O:22][C:23]1[CH:29]=[CH:28][C:27]([O:30][CH3:31])=[CH:26][C:24]=1[NH2:25], predict the reaction product. The product is: [ClH:1].[Cl:20][C:5]1[C:6]([NH:8][C:9]2[CH:14]=[CH:13][CH:12]=[CH:11][C:10]=2[NH:15][S:16]([CH3:19])(=[O:18])=[O:17])=[N:7][C:2]([NH:25][C:24]2[CH:26]=[C:27]([O:30][CH3:31])[CH:28]=[CH:29][C:23]=2[O:22][CH3:21])=[N:3][CH:4]=1. (4) Given the reactants ON=[C:3]([C:11](=O)[CH3:12])[C:4]([O:6][C:7](C)(C)C)=[O:5].FC1C=[C:17]2[C:21](=CC=1)N[C:19](=[O:24])[CH2:18]2.[CH3:25]C1C=CC2C=CC3C=CC(C)=NC=3C=2N=1.O.O(C(C)(C)C)[Na], predict the reaction product. The product is: [C:19]([C:18]1[CH:17]=[CH:21][C:3]([C:4]([O:6][CH3:7])=[O:5])=[CH:11][CH:12]=1)(=[O:24])[CH3:25]. (5) Given the reactants [H-].[Na+].[CH3:3][C:4]1([CH3:10])[CH2:8][CH2:7][CH2:6][C:5]1=[O:9].[CH2:11]([O:13][C:14](=[O:20])[C:15](OCC)=[O:16])[CH3:12].CC[O-].[Na+], predict the reaction product. The product is: [CH2:11]([O:13][C:14](=[O:20])[C:15]([CH:6]1[CH2:7][CH2:8][C:4]([CH3:10])([CH3:3])[C:5]1=[O:9])=[O:16])[CH3:12].